Dataset: Forward reaction prediction with 1.9M reactions from USPTO patents (1976-2016). Task: Predict the product of the given reaction. (1) Given the reactants [CH3:1][C:2]([CH3:46])=[CH:3][CH2:4][CH2:5]/[C:6](/[CH3:45])=[CH:7]/[CH2:8][CH2:9]/[C:10](/[CH3:44])=[CH:11]/[CH2:12][CH2:13]/[C:14](/[CH3:43])=[CH:15]/[CH2:16][CH2:17]/[C:18](/[CH3:42])=[CH:19]/[CH2:20][CH2:21]/[C:22](/[CH3:41])=[CH:23]/[CH2:24][CH2:25]/[C:26](/[CH3:40])=[CH:27]/[CH2:28][CH2:29]/[C:30](/[CH3:39])=[CH:31]/[CH2:32][CH2:33]/[C:34](/[CH3:38])=[CH:35]/[CH2:36]O.[CH3:47][O:48][C:49]1[C:54]([O:55][CH3:56])=[C:53]([O:57][CH3:58])[C:52]([O:59][CH3:60])=[CH:51][C:50]=1[CH3:61], predict the reaction product. The product is: [CH3:60][O:59][C:52]1[C:51]([CH2:36]/[CH:35]=[C:34](\[CH3:38])/[CH2:33][CH2:32]/[CH:31]=[C:30](\[CH3:39])/[CH2:29][CH2:28]/[CH:27]=[C:26](\[CH3:40])/[CH2:25][CH2:24]/[CH:23]=[C:22](\[CH3:41])/[CH2:21][CH2:20]/[CH:19]=[C:18](\[CH3:42])/[CH2:17][CH2:16]/[CH:15]=[C:14](\[CH3:43])/[CH2:13][CH2:12]/[CH:11]=[C:10](\[CH3:44])/[CH2:9][CH2:8]/[CH:7]=[C:6](\[CH3:45])/[CH2:5][CH2:4][CH:3]=[C:2]([CH3:46])[CH3:1])=[C:50]([CH3:61])[C:49]([O:48][CH3:47])=[C:54]([O:55][CH3:56])[C:53]=1[O:57][CH3:58]. (2) Given the reactants [CH2:1]([N:3]([CH2:6][CH3:7])[CH2:4][CH3:5])[CH3:2].CS(Cl)(=O)=O.[NH:13]([C:20]1[C:25]([Br:26])=[CH:24][N:23]=[C:22]([NH:27][C:28]2[CH:33]=[CH:32][C:31]([CH2:34][O:35]CCO)=[CH:30][CH:29]=2)[N:21]=1)[C:14]1[CH:19]=[CH:18][CH:17]=[CH:16][CH:15]=1.C(NCC)C, predict the reaction product. The product is: [NH:13]([C:20]1[C:25]([Br:26])=[CH:24][N:23]=[C:22]([NH:27][C:28]2[CH:29]=[CH:30][C:31]([CH2:34][O:35][CH2:2][CH2:1][N:3]([CH2:6][CH3:7])[CH2:4][CH3:5])=[CH:32][CH:33]=2)[N:21]=1)[C:14]1[CH:19]=[CH:18][CH:17]=[CH:16][CH:15]=1. (3) Given the reactants [Cl:1][C:2]1[CH:11]=[C:10]2[C:5]([CH:6]=[CH:7][C:8](/[CH:12]=[CH:13]/[C:14]3[CH:19]=[CH:18][CH:17]=[C:16]([CH:20]4[CH2:22][O:21]4)[CH:15]=3)=[N:9]2)=[CH:4][CH:3]=1.[CH3:23][O:24][C:25](=[O:33])[C:26]1[CH:31]=[CH:30][CH:29]=[CH:28][C:27]=1[SH:32].C(=O)([O-])[O-].[K+].[K+], predict the reaction product. The product is: [CH3:23][O:24][C:25](=[O:33])[C:26]1[CH:31]=[CH:30][CH:29]=[CH:28][C:27]=1[S:32][CH2:22][CH:20]([C:16]1[CH:17]=[CH:18][CH:19]=[C:14](/[CH:13]=[CH:12]/[C:8]2[CH:7]=[CH:6][C:5]3[C:10](=[CH:11][C:2]([Cl:1])=[CH:3][CH:4]=3)[N:9]=2)[CH:15]=1)[OH:21]. (4) Given the reactants [CH3:1]C(C)([O-])C.[K+].[C:7]([O:11][C:12]([N:14]1[CH2:18][C:17](=O)[CH2:16][C@H:15]1[C:20]([OH:22])=[O:21])=[O:13])([CH3:10])([CH3:9])[CH3:8], predict the reaction product. The product is: [C:7]([O:11][C:12]([N:14]1[CH2:18][C:17](=[CH2:1])[CH2:16][C@H:15]1[C:20]([OH:22])=[O:21])=[O:13])([CH3:10])([CH3:9])[CH3:8].